From a dataset of Catalyst prediction with 721,799 reactions and 888 catalyst types from USPTO. Predict which catalyst facilitates the given reaction. (1) Reactant: [CH3:1][O:2][C:3](=[O:25])[CH:4]=[CH:5][C:6]1[CH:11]=[CH:10][C:9]([B:12]2[O:16][C:15]([CH3:18])([CH3:17])[C:14]([CH3:20])([CH3:19])[O:13]2)=[CH:8][C:7]=1[C:21]([F:24])([F:23])[F:22]. Product: [CH3:1][O:2][C:3](=[O:25])[CH2:4][CH2:5][C:6]1[CH:11]=[CH:10][C:9]([B:12]2[O:16][C:15]([CH3:18])([CH3:17])[C:14]([CH3:19])([CH3:20])[O:13]2)=[CH:8][C:7]=1[C:21]([F:22])([F:23])[F:24]. The catalyst class is: 78. (2) Product: [CH:1]1([N:6]2[C:10](=[O:11])[C:9]3[CH:12]=[CH:13][C:14]([O:16][CH2:17][C:18]4[CH:19]=[C:20]([C:28]5[C:36]([CH3:37])=[CH:35][CH:34]=[C:30]([C:31]([OH:33])=[O:32])[CH:29]=5)[CH:21]=[CH:22][CH:23]=4)=[CH:15][C:8]=3[S:7]2)[CH2:5][CH2:4][CH2:3][CH2:2]1. Reactant: [CH:1]1([N:6]2[C:10](=[O:11])[C:9]3[CH:12]=[CH:13][C:14]([O:16][CH2:17][C:18]4[CH:19]=[C:20](B(O)O)[CH:21]=[CH:22][CH:23]=4)=[CH:15][C:8]=3[S:7]2)[CH2:5][CH2:4][CH2:3][CH2:2]1.I[C:28]1[CH:29]=[C:30]([CH:34]=[CH:35][C:36]=1[CH3:37])[C:31]([OH:33])=[O:32].C([O-])([O-])=O.[Na+].[Na+].N#N. The catalyst class is: 276. (3) Reactant: [C:1]([C:5]1[CH:9]=[C:8]([NH:10][C:11]([NH:13][C:14]2[CH:30]=[CH:29][C:17]([O:18][C:19]3[CH:24]=[CH:23][N:22]=[C:21]([C:25]([NH:27][CH3:28])=[O:26])[CH:20]=3)=[CH:16][C:15]=2[F:31])=[O:12])[N:7]([C:32]2[CH:37]=[CH:36][CH:35]=[C:34]([CH2:38][OH:39])[CH:33]=2)[N:6]=1)([CH3:4])([CH3:3])[CH3:2].[S:40](=[O:44])(=[O:43])([OH:42])[OH:41]. Product: [S:40]([OH:44])([OH:43])(=[O:42])=[O:41].[C:1]([C:5]1[CH:9]=[C:8]([NH:10][C:11]([NH:13][C:14]2[CH:30]=[CH:29][C:17]([O:18][C:19]3[CH:24]=[CH:23][N:22]=[C:21]([C:25]([NH:27][CH3:28])=[O:26])[CH:20]=3)=[CH:16][C:15]=2[F:31])=[O:12])[N:7]([C:32]2[CH:37]=[CH:36][CH:35]=[C:34]([CH2:38][OH:39])[CH:33]=2)[N:6]=1)([CH3:4])([CH3:2])[CH3:3]. The catalyst class is: 372. (4) Reactant: [Cl:1][C:2]1[C:7]([O:8][CH3:9])=[C:6]([F:10])[CH:5]=[CH:4][C:3]=1[CH2:11][CH2:12][C:13]([OH:15])=O.CN(C=O)C.C(Cl)(=O)C(Cl)=O.[Cl-].[Al+3].[Cl-].[Cl-]. Product: [Cl:1][C:2]1[C:7]([O:8][CH3:9])=[C:6]([F:10])[CH:5]=[C:4]2[C:3]=1[CH2:11][CH2:12][C:13]2=[O:15]. The catalyst class is: 48. (5) Reactant: [C:1]([C:4]1[CH:9]=[C:8]([Br:10])[CH:7]=[CH:6][C:5]=1[OH:11])(=[O:3])[CH3:2].[O:12]1[CH2:17][CH2:16][CH2:15][C:14](=O)[CH2:13]1.N1CCC[CH2:20]1. Product: [Br:10][C:8]1[CH:9]=[C:4]2[C:5](=[CH:6][C:7]=1[CH3:20])[O:11][C:14]1([CH2:15][CH2:16][CH2:17][O:12][CH2:13]1)[CH2:2][C:1]2=[O:3]. The catalyst class is: 5. (6) Reactant: [Br:1][C:2]1[CH:3]=[C:4]([CH2:25][N:26]2[CH:30]=[CH:29][C:28]([C:31]([O:33]CC)=[O:32])=[N:27]2)[CH:5]=[CH:6][C:7]=1[C:8]1[N:12]=[C:11]([C:13]2[CH:18]=[CH:17][C:16]([O:19][CH:20]([CH3:22])[CH3:21])=[C:15]([C:23]#[N:24])[CH:14]=2)[O:10][N:9]=1.O.[OH-].[Na+:38]. Product: [Na+:38].[Br:1][C:2]1[CH:3]=[C:4]([CH2:25][N:26]2[CH:30]=[CH:29][C:28]([C:31]([O-:33])=[O:32])=[N:27]2)[CH:5]=[CH:6][C:7]=1[C:8]1[N:12]=[C:11]([C:13]2[CH:18]=[CH:17][C:16]([O:19][CH:20]([CH3:21])[CH3:22])=[C:15]([C:23]#[N:24])[CH:14]=2)[O:10][N:9]=1. The catalyst class is: 5. (7) Reactant: C([N:14]1[C:19](=[O:20])[CH:18]2[N:21](C(C3C=CC=CC=3)C3C=CC=CC=3)[C:22](=[O:23])[CH:15]1[S:16][S:17]2)(C1C=CC=CC=1)C1C=CC=CC=1.OS(C(F)(F)F)(=O)=O. Product: [CH:15]12[NH:14][C:19](=[O:20])[CH:18]([NH:21][C:22]1=[O:23])[S:17][S:16]2. The catalyst class is: 55. (8) Reactant: [NH2:1][C:2]1[N:10]=[C:9]([Cl:11])[CH:8]=[CH:7][C:3]=1[C:4]([OH:6])=O.C(N(CC)CC)C.F[P-](F)(F)(F)(F)F.N1(O[P+](N(C)C)(N(C)C)N(C)C)C2C=CC=CC=2N=N1.[O:46]([C:53]1[S:57][C:56]([CH2:58][NH2:59])=[CH:55][CH:54]=1)[C:47]1[CH:52]=[CH:51][CH:50]=[CH:49][CH:48]=1. Product: [NH2:1][C:2]1[N:10]=[C:9]([Cl:11])[CH:8]=[CH:7][C:3]=1[C:4]([NH:59][CH2:58][C:56]1[S:57][C:53]([O:46][C:47]2[CH:48]=[CH:49][CH:50]=[CH:51][CH:52]=2)=[CH:54][CH:55]=1)=[O:6]. The catalyst class is: 391.